Task: Predict the reaction yield, written as a fraction of the theoretical maximum amount of product (1.0 means a 100% yield; for example, 0.34 means a 34% yield).. Dataset: Reaction yield outcomes from USPTO patents with 853,638 reactions (1) The reactants are C[N:2](C)[CH:3]=[CH:4][C:5]([C:7]1[C:12](=[O:13])[CH:11]=[CH:10][N:9]([C:14]2[CH:19]=[CH:18][CH:17]=[C:16]([C:20]([F:23])([F:22])[F:21])[CH:15]=2)[N:8]=1)=O.Cl.[CH3:26][O:27][C:28]1[CH:36]=[CH:35][C:31]([CH2:32][NH:33]N)=[CH:30][CH:29]=1.CCN(CC)CC.Cl. The catalyst is CO. The product is [CH3:26][O:27][C:28]1[CH:36]=[CH:35][C:31]([CH2:32][N:33]2[C:5]([C:7]3[C:12](=[O:13])[CH:11]=[CH:10][N:9]([C:14]4[CH:19]=[CH:18][CH:17]=[C:16]([C:20]([F:23])([F:22])[F:21])[CH:15]=4)[N:8]=3)=[CH:4][CH:3]=[N:2]2)=[CH:30][CH:29]=1. The yield is 0.430. (2) The reactants are C1CC=CCC=1.C([O:14][C:15]1[CH:16]=[C:17]([NH:21][C:22]2[N:27]=[CH:26][C:25]([NH:28][C:29]3[CH:34]=[CH:33][CH:32]=[C:31]([O:35]CC4C=CC=CC=4)[CH:30]=3)=[CH:24][N:23]=2)[CH:18]=[CH:19][CH:20]=1)C1C=CC=CC=1. The catalyst is CN(C=O)C.C(O)C.C(OCC)(=O)C.[OH-].[Pd+2].[OH-]. The product is [OH:14][C:15]1[CH:16]=[C:17]([NH:21][C:22]2[N:27]=[CH:26][C:25]([NH:28][C:29]3[CH:34]=[CH:33][CH:32]=[C:31]([OH:35])[CH:30]=3)=[CH:24][N:23]=2)[CH:18]=[CH:19][CH:20]=1. The yield is 0.680.